This data is from Reaction yield outcomes from USPTO patents with 853,638 reactions. The task is: Predict the reaction yield, written as a fraction of the theoretical maximum amount of product (1.0 means a 100% yield; for example, 0.34 means a 34% yield). (1) The reactants are [Br:1][CH:2]1[CH2:8][CH2:7][CH2:6][CH2:5][NH:4][C:3]1=[O:9].[H-].[Na+].Br[CH2:13][C:14]1[CH:19]=[CH:18][C:17]([O:20][CH3:21])=[CH:16][CH:15]=1. The catalyst is O1CCCC1. The product is [Br:1][CH:2]1[CH2:8][CH2:7][CH2:6][CH2:5][N:4]([CH2:13][C:14]2[CH:19]=[CH:18][C:17]([O:20][CH3:21])=[CH:16][CH:15]=2)[C:3]1=[O:9]. The yield is 0.617. (2) The reactants are [O:1]1[CH:5]=[CH:4][CH:3]=[C:2]1[CH2:6][CH2:7][OH:8].[C:9]1([CH3:19])[CH:14]=[CH:13][C:12]([S:15](Cl)(=[O:17])=[O:16])=[CH:11][CH:10]=1. The catalyst is N1C=CC=CC=1.C(Cl)(Cl)Cl. The product is [O:1]1[CH:5]=[CH:4][CH:3]=[C:2]1[CH2:6][CH2:7][O:8][S:15]([C:12]1[CH:13]=[CH:14][C:9]([CH3:19])=[CH:10][CH:11]=1)(=[O:17])=[O:16]. The yield is 0.320.